Dataset: Peptide-MHC class II binding affinity with 134,281 pairs from IEDB. Task: Regression. Given a peptide amino acid sequence and an MHC pseudo amino acid sequence, predict their binding affinity value. This is MHC class II binding data. The peptide sequence is VKIEYSGTNNKTMAV. The MHC is HLA-DQA10501-DQB10201 with pseudo-sequence HLA-DQA10501-DQB10201. The binding affinity (normalized) is 0.0314.